Dataset: Forward reaction prediction with 1.9M reactions from USPTO patents (1976-2016). Task: Predict the product of the given reaction. (1) Given the reactants [S:1]1[CH2:7][C:5](=[O:6])[N:4]([CH2:8][C:9]([OH:11])=[O:10])[C:2]1=[S:3].[CH2:12]([O:19][C:20]1[CH:21]=[C:22]([CH:25]=[CH:26][C:27]=1[O:28][CH2:29][C:30]1[CH:35]=[CH:34][CH:33]=[CH:32][CH:31]=1)[CH:23]=O)[C:13]1[CH:18]=[CH:17][CH:16]=[CH:15][CH:14]=1.C([O-])(=O)C.[Na+], predict the reaction product. The product is: [C:13]1([CH2:12][O:19][C:20]2[CH:21]=[C:22]([CH:23]=[C:7]3[S:1][C:2](=[S:3])[N:4]([CH2:8][C:9]([OH:11])=[O:10])[C:5]3=[O:6])[CH:25]=[CH:26][C:27]=2[O:28][CH2:29][C:30]2[CH:35]=[CH:34][CH:33]=[CH:32][CH:31]=2)[CH:14]=[CH:15][CH:16]=[CH:17][CH:18]=1. (2) Given the reactants [N+:1]([C:4]1[CH:5]=[N:6][N:7]([C:9]2[CH:10]=[N:11][CH:12]=[CH:13][CH:14]=2)[CH:8]=1)([O-])=O, predict the reaction product. The product is: [N:11]1[CH:12]=[CH:13][CH:14]=[C:9]([N:7]2[CH:8]=[C:4]([NH2:1])[CH:5]=[N:6]2)[CH:10]=1. (3) Given the reactants C1(=O)N([O:6][C:7]([CH2:9][CH2:10][C:11]2[C:16](=[O:17])[N:15]([C:18]3[CH:23]=[CH:22][CH:21]=[C:20]([NH:24][C:25]([NH:27][C:28]4[CH:33]=[CH:32][CH:31]=[CH:30][C:29]=4[O:34][CH3:35])=[O:26])[CH:19]=3)[C:14]3[N:36]=[CH:37][CH:38]=[CH:39][C:13]=3[N:12]=2)=O)C(=O)CC1.Cl.[CH3:43][NH:44][CH3:45], predict the reaction product. The product is: [CH3:43][N:44]([CH3:45])[C:7]([CH2:9][CH2:10][C:11]1[C:16](=[O:17])[N:15]([C:18]2[CH:23]=[CH:22][CH:21]=[C:20]([NH:24][C:25]([NH:27][C:28]3[CH:33]=[CH:32][CH:31]=[CH:30][C:29]=3[O:34][CH3:35])=[O:26])[CH:19]=2)[C:14]2[N:36]=[CH:37][CH:38]=[CH:39][C:13]=2[N:12]=1)=[O:6]. (4) Given the reactants Cl.C[O:3][C:4](=[O:15])[C@H:5]([CH2:7][C:8]1[CH:13]=[CH:12][C:11]([OH:14])=[CH:10][CH:9]=1)[NH2:6].C(N(CC)CC)C.[C:23](Cl)(=[O:39])[CH2:24][CH2:25][CH2:26][CH2:27][CH2:28][CH2:29][CH2:30][CH2:31][CH2:32][CH2:33][CH2:34][CH2:35][CH2:36][CH2:37][CH3:38], predict the reaction product. The product is: [OH:14][C:11]1[CH:12]=[CH:13][C:8]([CH2:7][C@@H:5]([NH:6][C:23](=[O:39])[CH2:24][CH2:25][CH2:26][CH2:27][CH2:28][CH2:29][CH2:30][CH2:31][CH2:32][CH2:33][CH2:34][CH2:35][CH2:36][CH2:37][CH3:38])[C:4]([OH:3])=[O:15])=[CH:9][CH:10]=1. (5) Given the reactants [ClH:1].Cl.CN1CCN(C2CCCCC2(C(C2C=CC(OC3C=CC=CC=3)=CC=2)C)O)CC1.[CH3:32][N:33]1[CH2:38][CH2:37][N:36]([C:39](=O)[CH:40]([C:54]2([OH:60])[CH2:59][CH2:58][CH2:57][CH2:56][CH2:55]2)[C:41]2[CH:46]=[CH:45][C:44]([O:47][C:48]3[CH:53]=[CH:52][CH:51]=[CH:50][CH:49]=3)=[CH:43][CH:42]=2)[CH2:35][CH2:34]1, predict the reaction product. The product is: [ClH:1].[ClH:1].[CH3:32][N:33]1[CH2:38][CH2:37][N:36]([CH2:39][CH:40]([C:54]2([OH:60])[CH2:55][CH2:56][CH2:57][CH2:58][CH2:59]2)[C:41]2[CH:42]=[CH:43][C:44]([O:47][C:48]3[CH:49]=[CH:50][CH:51]=[CH:52][CH:53]=3)=[CH:45][CH:46]=2)[CH2:35][CH2:34]1. (6) Given the reactants [F:1][C:2]([S:5][C:6]1[CH:11]=[CH:10][C:9](Br)=[CH:8][CH:7]=1)([F:4])[F:3].CC1(C)C(C)(C)OB([C:21]2[CH:27]=[CH:26][C:24]([NH2:25])=[CH:23][CH:22]=2)O1, predict the reaction product. The product is: [F:1][C:2]([F:4])([F:3])[S:5][C:6]1[CH:11]=[CH:10][C:9]([C:21]2[CH:27]=[CH:26][C:24]([NH2:25])=[CH:23][CH:22]=2)=[CH:8][CH:7]=1. (7) Given the reactants [CH3:1][O:2][C:3]1[CH:4]=[C:5]2[C:10](=[CH:11][CH:12]=1)[C:9](=O)[NH:8][CH:7]=[C:6]2[N:14]1[CH:18]=[CH:17][CH:16]=[N:15]1.P(Cl)(Cl)([Cl:21])=O, predict the reaction product. The product is: [Cl:21][C:9]1[C:10]2[C:5](=[CH:4][C:3]([O:2][CH3:1])=[CH:12][CH:11]=2)[C:6]([N:14]2[CH:18]=[CH:17][CH:16]=[N:15]2)=[CH:7][N:8]=1. (8) Given the reactants [BH4-].[Li+].C([O:5][C:6]([C:8]1([C:13]2[S:14][CH:15]=[CH:16][CH:17]=2)[CH2:11][CH2:10][CH:9]1[CH3:12])=O)C.CO.[OH-].[Na+], predict the reaction product. The product is: [S:14]1[CH:15]=[CH:16][CH:17]=[C:13]1[C:8]1([CH2:6][OH:5])[CH2:11][CH2:10][CH:9]1[CH3:12]. (9) Given the reactants [NH2:1][C:2]1[N:7]=[CH:6][N:5]=[C:4]([NH:8][C@H:9]([C:11]2[N:16]([C:17]3[CH:22]=[CH:21][CH:20]=[CH:19][CH:18]=3)[C:15](=[O:23])[C:14]3=[C:24]([CH3:27])[CH:25]=[CH:26][N:13]3[N:12]=2)[CH3:10])[C:3]=1I.[OH:29][C:30]1[CH:35]=[CH:34][C:33](B2OC(C)(C)C(C)(C)O2)=[CH:32][C:31]=1[NH:45][C:46](N)=[O:47].C(=O)([O-])[O-].[Na+].[Na+], predict the reaction product. The product is: [NH2:1][C:2]1[C:3]([C:33]2[CH:34]=[CH:35][C:30]3[O:29][C:46](=[O:47])[NH:45][C:31]=3[CH:32]=2)=[C:4]([NH:8][C@H:9]([C:11]2[N:16]([C:17]3[CH:22]=[CH:21][CH:20]=[CH:19][CH:18]=3)[C:15](=[O:23])[C:14]3=[C:24]([CH3:27])[CH:25]=[CH:26][N:13]3[N:12]=2)[CH3:10])[N:5]=[CH:6][N:7]=1. (10) Given the reactants N1C=CC=CC=1.[N+:7]([C:10]1[CH:15]=[CH:14][C:13]([CH3:16])=[C:12]([Br:17])[CH:11]=1)([O-:9])=[O:8].[O-:18][Mn](=O)(=O)=O.[K+].[OH-:24].[Na+], predict the reaction product. The product is: [Br:17][C:12]1[CH:11]=[C:10]([N+:7]([O-:9])=[O:8])[CH:15]=[CH:14][C:13]=1[C:16]([OH:18])=[O:24].